From a dataset of Forward reaction prediction with 1.9M reactions from USPTO patents (1976-2016). Predict the product of the given reaction. Given the reactants C([O:9][C@@H:10]1[C@H:17]2[C@H:13]([NH:14][O:15][CH2:16]2)[CH2:12][C@H:11]1[O:18][CH2:19][C:20]1[CH:25]=[CH:24][CH:23]=[CH:22][CH:21]=1)(=O)C1C=CC=CC=1.[C:26]([O:34][C@@H:35]1[C@@H]2[C@@H](NOC2)C[C@H]1OCC1C=CC=CC=1)(=O)[C:27]1[CH:32]=[CH:31][CH:30]=[CH:29][CH:28]=1.C[O-].[Na+].C(=O)([O-])[OH:55].[Na+].ClC(OOCC1C=CC=CC=1)=O, predict the reaction product. The product is: [CH2:19]([O:18][C@@H:11]1[CH2:12][C@@H:13]2[N:14]([C:35]([O:34][CH2:26][C:27]3[CH:28]=[CH:29][CH:30]=[CH:31][CH:32]=3)=[O:55])[O:15][CH2:16][C@@H:17]2[C@H:10]1[OH:9])[C:20]1[CH:21]=[CH:22][CH:23]=[CH:24][CH:25]=1.